This data is from TCR-epitope binding with 47,182 pairs between 192 epitopes and 23,139 TCRs. The task is: Binary Classification. Given a T-cell receptor sequence (or CDR3 region) and an epitope sequence, predict whether binding occurs between them. (1) The epitope is KLWAQCVQL. The TCR CDR3 sequence is CASSVGHTSYNEQFF. Result: 1 (the TCR binds to the epitope). (2) The epitope is TLIGDCATV. The TCR CDR3 sequence is CAIETRTGGGYEQYF. Result: 0 (the TCR does not bind to the epitope). (3) The epitope is IVTDFSVIK. Result: 1 (the TCR binds to the epitope). The TCR CDR3 sequence is CASSPTQGATGELFF. (4) The epitope is RQLLFVVEV. The TCR CDR3 sequence is CASSNRDRALETQYF. Result: 1 (the TCR binds to the epitope). (5) The epitope is QARQMVQAMRTIGTHP. The TCR CDR3 sequence is CASSLRIYTGELFF. Result: 1 (the TCR binds to the epitope). (6) The epitope is SSTFNVPMEKLK. The TCR CDR3 sequence is CASSTRTSGNSYNEQFF. Result: 0 (the TCR does not bind to the epitope). (7) The TCR CDR3 sequence is CASSLESGQRPYEQYF. Result: 0 (the TCR does not bind to the epitope). The epitope is KTSVDCTMYI.